Predict the reaction yield, written as a fraction of the theoretical maximum amount of product (1.0 means a 100% yield; for example, 0.34 means a 34% yield). From a dataset of Reaction yield outcomes from USPTO patents with 853,638 reactions. (1) The reactants are [CH3:1][CH:2]([CH2:6][CH3:7])[CH2:3][CH2:4][OH:5].[CH3:8][C:9]1[CH:14]=[CH:13][C:12]([S:15](Cl)(=[O:17])=[O:16])=[CH:11][CH:10]=1.CCN(CC)CC. The catalyst is C(Cl)Cl.CN(C)C1C=CN=CC=1. The product is [CH3:1][CH:2]([CH2:6][CH3:7])[CH2:3][CH2:4][O:5][S:15]([C:12]1[CH:13]=[CH:14][C:9]([CH3:8])=[CH:10][CH:11]=1)(=[O:17])=[O:16]. The yield is 0.702. (2) The reactants are [C:1]([C:3]1[CH:4]=[C:5]2[C:10](=[CH:11][C:12]=1[OH:13])[N:9]=[CH:8][CH:7]=[C:6]2[O:14][C:15]1[CH:16]=[C:17]2[C:21](=[CH:22][CH:23]=1)[NH:20][CH:19]=[CH:18]2)#[N:2].[C:24](=[O:27])([O-:26])[O-:25].[K+].[K+].Br[CH2:31][CH:32]1[CH2:37][CH2:36][N:35](C(OC(C)(C)C)=O)[CH2:34][CH2:33]1.O. The catalyst is CN(C)C=O. The product is [C:1]([C:3]1[CH:4]=[C:5]2[C:10](=[CH:11][C:12]=1[O:13][CH2:31][CH:32]1[CH2:37][CH2:36][N:35]([O:27][C:24]([O:26][C:3]([CH3:4])([CH3:12])[CH3:1])=[O:25])[CH2:34][CH2:33]1)[N:9]=[CH:8][CH:7]=[C:6]2[O:14][C:15]1[CH:16]=[C:17]2[C:21](=[CH:22][CH:23]=1)[NH:20][CH:19]=[CH:18]2)#[N:2]. The yield is 0.593. (3) The reactants are [OH:1][CH2:2][CH2:3][O:4][CH2:5][CH2:6][O:7][CH2:8][CH2:9][O:10][CH2:11][CH2:12][O:13][CH2:14][CH2:15][O:16][CH2:17][CH2:18][O:19][CH2:20][CH2:21][O:22][CH2:23][CH2:24][O:25][CH2:26][CH2:27][O:28][CH2:29][CH2:30][O:31][CH2:32][CH2:33][O:34][CH2:35][CH2:36][O:37][CH2:38][CH2:39][C:40]([O:42][CH3:43])=[O:41].[CH2:44](N(CC)CC)C.[C:51]1(C)[C:52]([S:57](Cl)(=[O:59])=[O:58])=[CH:53][CH:54]=[CH:55][CH:56]=1. The catalyst is ClCCl.CN(C1C=CN=CC=1)C. The product is [S:57]([O:1][CH2:2][CH2:3][O:4][CH2:5][CH2:6][O:7][CH2:8][CH2:9][O:10][CH2:11][CH2:12][O:13][CH2:14][CH2:15][O:16][CH2:17][CH2:18][O:19][CH2:20][CH2:21][O:22][CH2:23][CH2:24][O:25][CH2:26][CH2:27][O:28][CH2:29][CH2:30][O:31][CH2:32][CH2:33][O:34][CH2:35][CH2:36][O:37][CH2:38][CH2:39][C:40]([O:42][CH3:43])=[O:41])([C:52]1[CH:51]=[CH:56][C:55]([CH3:44])=[CH:54][CH:53]=1)(=[O:58])=[O:59]. The yield is 0.670. (4) The reactants are [NH2:1][C:2]1[S:6][C:5]2[CH2:7][CH2:8][CH2:9][CH2:10][C:4]=2[C:3]=1[C:11]([O:13]CC)=O.[C:16]1(=O)[NH:22][CH2:21][CH2:20][CH2:19][CH2:18][CH2:17]1.O=P(Cl)(Cl)Cl. The catalyst is ClC(Cl)C. The product is [CH2:10]1[C:4]2[C:3]3[C:11](=[O:13])[N:22]4[CH2:16][CH2:17][CH2:18][CH2:19][CH2:20][C:21]4=[N:1][C:2]=3[S:6][C:5]=2[CH2:7][CH2:8][CH2:9]1. The yield is 0.900. (5) The reactants are FC(F)(F)S(O[C:7]1[CH:15]=[CH:14][CH:13]=[C:12]2[C:8]=1[C:9]1[CH:19]=[C:18]([Cl:20])[CH:17]=[N:16][C:10]=1[NH:11]2)(=O)=O.[C:23]([C:26]1[CH:27]=[C:28](B(O)O)[CH:29]=[CH:30][CH:31]=1)(=[O:25])[CH3:24].C(=O)([O-])[O-].[Na+].[Na+].Cl. The catalyst is C(O)C.O.C1(C)C=CC=CC=1. The product is [Cl:20][C:18]1[CH:17]=[N:16][C:10]2[NH:11][C:12]3[C:8]([C:9]=2[CH:19]=1)=[C:7]([C:30]1[CH:31]=[C:26]([C:23](=[O:25])[CH3:24])[CH:27]=[CH:28][CH:29]=1)[CH:15]=[CH:14][CH:13]=3. The yield is 0.790. (6) The reactants are [C:1]12([CH2:11][O:12][C:13]3[C:21]([CH:22]4[CH2:24][CH2:23]4)=[CH:20][C:16]([C:17]([OH:19])=O)=[CH:15][N:14]=3)[CH2:10][CH:5]3[CH2:6][CH:7]([CH2:9][CH:3]([CH2:4]3)[CH2:2]1)[CH2:8]2.C(N1C=CN=C1)(N1C=CN=C1)=O.N12CCCN=C1CCCCC2.[CH3:48][S:49]([NH2:52])(=[O:51])=[O:50]. The catalyst is O1CCCC1.C(OCC)(=O)C. The product is [C:1]12([CH2:11][O:12][C:13]3[C:21]([CH:22]4[CH2:24][CH2:23]4)=[CH:20][C:16]([C:17]([NH:52][S:49]([CH3:48])(=[O:51])=[O:50])=[O:19])=[CH:15][N:14]=3)[CH2:10][CH:5]3[CH2:6][CH:7]([CH2:9][CH:3]([CH2:4]3)[CH2:2]1)[CH2:8]2. The yield is 0.580. (7) The catalyst is O.C(OCC)(=O)C. The reactants are [NH2:1][C:2]1[C:3]([N+:13]([O-:15])=[O:14])=[C:4]([C:9]([Br:12])=[CH:10][CH:11]=1)[C:5]([O:7][CH3:8])=[O:6].Br[C:17]([CH3:24])(C)[C:18]([O:20][CH2:21][CH3:22])=[O:19].[I-].[K+].[C:27](=O)([O-])[O-].[Cs+].[Cs+]. The product is [Br:12][C:9]1[C:4]([C:5]([O:7][CH3:8])=[O:6])=[C:3]([N+:13]([O-:15])=[O:14])[C:2]([NH:1][CH:24]([CH2:17][C:18]([O:20][CH2:21][CH3:22])=[O:19])[CH3:27])=[CH:11][CH:10]=1. The yield is 0.310.